From a dataset of NCI-60 drug combinations with 297,098 pairs across 59 cell lines. Regression. Given two drug SMILES strings and cell line genomic features, predict the synergy score measuring deviation from expected non-interaction effect. Drug 1: CC1=C2C(C(=O)C3(C(CC4C(C3C(C(C2(C)C)(CC1OC(=O)C(C(C5=CC=CC=C5)NC(=O)C6=CC=CC=C6)O)O)OC(=O)C7=CC=CC=C7)(CO4)OC(=O)C)O)C)OC(=O)C. Drug 2: CNC(=O)C1=NC=CC(=C1)OC2=CC=C(C=C2)NC(=O)NC3=CC(=C(C=C3)Cl)C(F)(F)F. Cell line: OVCAR-5. Synergy scores: CSS=29.8, Synergy_ZIP=13.9, Synergy_Bliss=18.6, Synergy_Loewe=5.19, Synergy_HSA=16.0.